Dataset: Reaction yield outcomes from USPTO patents with 853,638 reactions. Task: Predict the reaction yield, written as a fraction of the theoretical maximum amount of product (1.0 means a 100% yield; for example, 0.34 means a 34% yield). (1) The reactants are C([Li])CCC.Br[C:7]1[CH:21]=[CH:20][C:10]([N:11]([Si](C)(C)C)[Si](C)(C)C)=[CH:9][CH:8]=1.[C:22](=[N:25][S:26]([C:28]([CH3:31])([CH3:30])[CH3:29])=[O:27])([CH3:24])[CH3:23]. The catalyst is C1COCC1. The product is [NH2:11][C:10]1[CH:20]=[CH:21][C:7]([C:22]([NH:25][S:26]([C:28]([CH3:31])([CH3:30])[CH3:29])=[O:27])([CH3:24])[CH3:23])=[CH:8][CH:9]=1. The yield is 0.120. (2) The reactants are [Br:1][CH:2]1[C:10]2[C:5](=[CH:6][CH:7]=[CH:8][C:9]=2[Cl:11])[C:4](=[O:12])[O:3]1.[C:13]1([P:19]([C:26]2[CH:31]=[CH:30][CH:29]=[CH:28][CH:27]=2)[C:20]2[CH:25]=[CH:24][CH:23]=[CH:22][CH:21]=2)[CH:18]=[CH:17][CH:16]=[CH:15][CH:14]=1. The catalyst is C1COCC1. The product is [Br-:1].[Cl:11][C:9]1[CH:8]=[CH:7][CH:6]=[C:5]2[C:10]=1[CH:2]([P+:19]([C:20]1[CH:21]=[CH:22][CH:23]=[CH:24][CH:25]=1)([C:26]1[CH:31]=[CH:30][CH:29]=[CH:28][CH:27]=1)[C:13]1[CH:14]=[CH:15][CH:16]=[CH:17][CH:18]=1)[O:3][C:4]2=[O:12]. The yield is 0.780.